This data is from Reaction yield outcomes from USPTO patents with 853,638 reactions. The task is: Predict the reaction yield, written as a fraction of the theoretical maximum amount of product (1.0 means a 100% yield; for example, 0.34 means a 34% yield). (1) The reactants are [CH3:1][O:2][C:3](=[O:16])[CH2:4][O:5][C:6]1[CH:11]=[CH:10][C:9]([CH:12]=[O:13])=[CH:8][C:7]=1[O:14][CH3:15].[B-].[Na+].Cl. The catalyst is CO. The product is [CH3:1][O:2][C:3](=[O:16])[CH2:4][O:5][C:6]1[CH:11]=[CH:10][C:9]([CH2:12][OH:13])=[CH:8][C:7]=1[O:14][CH3:15]. The yield is 0.620. (2) The reactants are [Cl:1][C:2]1[CH:3]=[C:4]2[C@@:10]3([CH2:14][CH2:13][NH:12][C@@H:11]3[C:15]3[CH:20]=[CH:19][CH:18]=[CH:17][CH:16]=3)[CH2:9][NH:8][C:5]2=[CH:6][CH:7]=1.CCN(CC)CC.[CH3:28][C:29]([O:32][C:33](O[C:33]([O:32][C:29]([CH3:31])([CH3:30])[CH3:28])=[O:34])=[O:34])([CH3:31])[CH3:30]. The catalyst is C(Cl)Cl. The product is [Cl:1][C:2]1[CH:3]=[C:4]2[C@@:10]3([CH2:14][CH2:13][N:12]([C:33]([O:32][C:29]([CH3:31])([CH3:30])[CH3:28])=[O:34])[C@@H:11]3[C:15]3[CH:16]=[CH:17][CH:18]=[CH:19][CH:20]=3)[CH2:9][NH:8][C:5]2=[CH:6][CH:7]=1. The yield is 0.760. (3) The reactants are Br[C:2]1[C:11]2[C:6](=[CH:7][CH:8]=[C:9]([OH:12])[CH:10]=2)[N:5]=[C:4]([C:13]2[CH:18]=[CH:17][C:16]([OH:19])=[C:15]([F:20])[CH:14]=2)[CH:3]=1.[F:21][C:22]([F:33])([F:32])[C:23]1[CH:28]=[CH:27][C:26](B(O)O)=[CH:25][CH:24]=1. No catalyst specified. The product is [F:20][C:15]1[CH:14]=[C:13]([C:4]2[CH:3]=[C:2]([C:26]3[CH:27]=[CH:28][C:23]([C:22]([F:33])([F:32])[F:21])=[CH:24][CH:25]=3)[C:11]3[C:6](=[CH:7][CH:8]=[C:9]([OH:12])[CH:10]=3)[N:5]=2)[CH:18]=[CH:17][C:16]=1[OH:19]. The yield is 0.760. (4) The reactants are [C:1]([O:5][C:6]([CH2:8][CH:9]([C:18]1[CH:26]=[CH:25][C:21]([C:22](O)=[O:23])=[CH:20][CH:19]=1)[NH:10][C:11]([O:13][C:14]([CH3:17])([CH3:16])[CH3:15])=[O:12])=[O:7])([CH3:4])([CH3:3])[CH3:2].CC[N:29]([CH:33]([CH3:35])C)[CH:30]([CH3:32])C.[CH3:36][N:37](C(ON1N=NC2C=CC=CC1=2)=[N+](C)C)C.[B-](F)(F)(F)F.C1C=CC2N(O)N=NC=2C=1.NC1C=CN=CC=1.CN(C(ON1N=NC2C=CC=CC1=2)=[N+](C)C)C.[B-](F)(F)(F)F. The catalyst is CN(C=O)C. The product is [C:1]([O:5][C:6](=[O:7])[CH2:8][CH:9]([NH:10][C:11]([O:13][C:14]([CH3:17])([CH3:15])[CH3:16])=[O:12])[C:18]1[CH:26]=[CH:25][C:21]([C:22](=[O:23])[NH:37][C:36]2[CH:32]=[CH:30][N:29]=[CH:33][CH:35]=2)=[CH:20][CH:19]=1)([CH3:4])([CH3:3])[CH3:2]. The yield is 0.950. (5) The reactants are [H-].[H-].[H-].[H-].[Li+].[Al+3].[CH2:7]1[C:15]2[C:10](=[CH:11][C:12]([C:16](O)=[O:17])=[CH:13][CH:14]=2)[CH2:9][CH2:8]1. The catalyst is C1COCC1. The product is [CH2:7]1[C:15]2[C:10](=[CH:11][C:12]([CH2:16][OH:17])=[CH:13][CH:14]=2)[CH2:9][CH2:8]1. The yield is 0.900. (6) The reactants are [F:1][C:2]1[C:10]([O:11][CH2:12][C:13]2[S:14][C:15]3[CH:21]=[CH:20][C:19]([C:22]4[CH:27]=[CH:26][CH:25]=[C:24]([O:28]C)[CH:23]=4)=[CH:18][C:16]=3[N:17]=2)=[CH:9][CH:8]=[C:7]([F:30])[C:3]=1[C:4]([NH2:6])=[O:5].B(Br)(Br)Br.O. The catalyst is C(Cl)Cl. The product is [F:1][C:2]1[C:10]([O:11][CH2:12][C:13]2[S:14][C:15]3[CH:21]=[CH:20][C:19]([C:22]4[CH:27]=[CH:26][CH:25]=[C:24]([OH:28])[CH:23]=4)=[CH:18][C:16]=3[N:17]=2)=[CH:9][CH:8]=[C:7]([F:30])[C:3]=1[C:4]([NH2:6])=[O:5]. The yield is 0.140. (7) The reactants are [NH2:1][C:2]1[C:7]([F:8])=[C:6]([Cl:9])[N:5]=[C:4]([C:10]([O:12][CH3:13])=[O:11])[CH:3]=1.[I:14](O)(=O)(=O)=O.II. The catalyst is CO. The product is [NH2:1][C:2]1[C:7]([F:8])=[C:6]([Cl:9])[N:5]=[C:4]([C:10]([O:12][CH3:13])=[O:11])[C:3]=1[I:14]. The yield is 0.700.